This data is from Reaction yield outcomes from USPTO patents with 853,638 reactions. The task is: Predict the reaction yield, written as a fraction of the theoretical maximum amount of product (1.0 means a 100% yield; for example, 0.34 means a 34% yield). (1) The reactants are [Si]([O:18][CH2:19][C@H:20]1[C@@:24]([CH3:26])([OH:25])[CH:23]=[CH:22][CH2:21]1)(C(C)(C)C)(C1C=CC=CC=1)C1C=CC=CC=1.[F-].C([N+](CCCC)(CCCC)CCCC)CCC. The catalyst is C1COCC1. The product is [OH:18][CH2:19][C@H:20]1[C@@:24]([CH3:26])([OH:25])[CH:23]=[CH:22][CH2:21]1. The yield is 0.920. (2) The reactants are [CH3:1][C:2]1[CH:7]=[C:6]([CH3:8])[CH:5]=[C:4]([CH3:9])[C:3]=1[NH:10][C:11]([NH:13][C:14]1[C:19]([CH3:20])=[CH:18][C:17]([CH3:21])=[CH:16][C:15]=1[CH3:22])=O.C1C=CC(P(C2C=CC=CC=2)C2C=CC=CC=2)=CC=1.BrBr.CCN(CC)CC.NC(N)=O. The catalyst is C(Cl)Cl.C(Cl)(Cl)Cl. The product is [CH3:1][C:2]1[CH:7]=[C:6]([CH3:8])[CH:5]=[C:4]([CH3:9])[C:3]=1[N:10]=[C:11]=[N:13][C:14]1[C:19]([CH3:20])=[CH:18][C:17]([CH3:21])=[CH:16][C:15]=1[CH3:22]. The yield is 0.580. (3) The reactants are [Cl:1][C:2]1[C:7]([C:8]([NH2:10])=[O:9])=[C:6]([OH:11])[C:5]([NH:12][C:13]2[C:16](=[O:17])[C:15](=[O:18])[C:14]=2Cl)=[CH:4][CH:3]=1.[Cl:20][C:21]1[CH:27]=[C:26]([F:28])[CH:25]=[CH:24][C:22]=1[NH2:23]. The catalyst is CS(C)=O. The product is [Cl:1][C:2]1[C:7]([C:8]([NH2:10])=[O:9])=[C:6]([OH:11])[C:5]([NH:12][C:13]2[C:16](=[O:17])[C:15](=[O:18])[C:14]=2[NH:23][C:22]2[CH:24]=[CH:25][C:26]([F:28])=[CH:27][C:21]=2[Cl:20])=[CH:4][CH:3]=1. The yield is 0.230. (4) The product is [Cl:30][C:28]1[CH:27]=[CH:26][C:25]([F:31])=[C:24]([CH:29]=1)[CH2:23][N:12]([C:13]1[CH:22]=[CH:21][C:16]2[O:17][CH2:18][CH2:19][O:20][C:15]=2[CH:14]=1)[CH:9]1[CH2:8][CH2:7][N:6]([CH:4]([CH3:5])[CH2:3][CH2:2][NH:1][C:35](=[O:36])[C:34]2[C:38]([CH3:42])=[CH:39][CH:40]=[CH:41][C:33]=2[CH3:32])[CH2:11][CH2:10]1. The yield is 0.840. The reactants are [NH2:1][CH2:2][CH2:3][CH:4]([N:6]1[CH2:11][CH2:10][CH:9]([N:12]([CH2:23][C:24]2[CH:29]=[C:28]([Cl:30])[CH:27]=[CH:26][C:25]=2[F:31])[C:13]2[CH:22]=[CH:21][C:16]3[O:17][CH2:18][CH2:19][O:20][C:15]=3[CH:14]=2)[CH2:8][CH2:7]1)[CH3:5].[CH3:32][C:33]1[CH:41]=[CH:40][CH:39]=[C:38]([CH3:42])[C:34]=1[C:35](O)=[O:36]. No catalyst specified. (5) The reactants are S([O-])([O-])=O.[Na+].[Na+].[I:7][C:8]1[N:9]=[C:10]([C@@H:14]2[CH2:18][CH2:17][CH2:16][N:15]2[C:19]([O:21][C:22]([CH3:25])([CH3:24])[CH3:23])=[O:20])[NH:11][C:12]=1I. The catalyst is C(O)C.O.C(OCC)(=O)C. The product is [I:7][C:8]1[NH:9][C:10]([C@@H:14]2[CH2:18][CH2:17][CH2:16][N:15]2[C:19]([O:21][C:22]([CH3:25])([CH3:24])[CH3:23])=[O:20])=[N:11][CH:12]=1. The yield is 0.731. (6) The reactants are [CH3:1][C:2]1[N:3]([S:9]([C:12]2[CH:17]=[CH:16][CH:15]=[CH:14][CH:13]=2)(=[O:11])=[O:10])[CH:4]=[CH:5][C:6]=1[CH2:7][OH:8].CS(C)=O.S(=O)(=O)=O.C(=O)([O-])O.[Na+]. The catalyst is C(N(CC)CC)C. The product is [CH3:1][C:2]1[N:3]([S:9]([C:12]2[CH:17]=[CH:16][CH:15]=[CH:14][CH:13]=2)(=[O:10])=[O:11])[CH:4]=[CH:5][C:6]=1[CH:7]=[O:8]. The yield is 0.840.